Dataset: Catalyst prediction with 721,799 reactions and 888 catalyst types from USPTO. Task: Predict which catalyst facilitates the given reaction. (1) Reactant: [C:1](=[O:17])(OC1C=CC([N+]([O-])=O)=CC=1)[O:2][CH2:3][CH:4]([CH3:6])[CH3:5].[NH2:18][C:19](=[NH:49])[C:20]1[CH:48]=[CH:47][C:23]([O:24][CH2:25][CH2:26][CH2:27][CH:28]2[CH2:33][CH2:32][N:31]([CH2:34][CH2:35][CH2:36][O:37][C:38]3[CH:46]=[CH:45][C:41]([C:42]([NH2:44])=[NH:43])=[CH:40][CH:39]=3)[CH2:30][CH2:29]2)=[CH:22][CH:21]=1.C(Cl)(Cl)Cl.[OH2:54]. Product: [NH2:49][C:19](=[N:18][C:1]([O:2][CH2:3][CH:4]([CH3:5])[CH3:6])=[O:17])[C:20]1[CH:48]=[CH:47][C:23]([O:24][CH2:25][CH2:26][CH2:27][CH:28]2[CH2:33][CH2:32][N:31]([CH2:34][CH2:35][CH2:36][O:37][C:38]3[CH:39]=[CH:40][C:41]([C:42]([NH2:44])=[N:43][C:1]([O:2][CH2:3][CH:4]([CH3:6])[CH3:5])=[O:54])=[CH:45][CH:46]=3)[CH2:30][CH2:29]2)=[CH:22][CH:21]=1. The catalyst class is: 9. (2) Reactant: F[C:2]1[N:7]=[CH:6][C:5]([C:8]2[C:17]3[C:12](=[CH:13][C:14]([O:20][CH3:21])=[C:15]([O:18][CH3:19])[CH:16]=3)[N:11]=[N:10][CH:9]=2)=[CH:4][CH:3]=1.Cl.Cl.[N:24]1[CH:29]=[CH:28][CH:27]=[CH:26][C:25]=1[C:30]1([OH:36])[CH2:35][CH2:34][NH:33][CH2:32][CH2:31]1.C(=O)([O-])[O-].[K+].[K+]. Product: [CH3:19][O:18][C:15]1[CH:16]=[C:17]2[C:12](=[CH:13][C:14]=1[O:20][CH3:21])[N:11]=[N:10][CH:9]=[C:8]2[C:5]1[CH:4]=[CH:3][C:2]([N:33]2[CH2:34][CH2:35][C:30]([C:25]3[CH:26]=[CH:27][CH:28]=[CH:29][N:24]=3)([OH:36])[CH2:31][CH2:32]2)=[N:7][CH:6]=1. The catalyst class is: 58. (3) Reactant: [CH2:1]([C@:3]1([OH:20])[C:8](=O)[CH2:7][C@H:6]([C:10]2[CH:15]=[CH:14][N:13]=[CH:12][C:11]=2[N+:16]([O-:18])=[O:17])[O:5][C@@H:4]1[CH3:19])[CH3:2].[CH2:21]([NH2:28])[C:22]1[CH:27]=[CH:26][CH:25]=[CH:24][CH:23]=1.[Li+].[BH4-]. Product: [CH2:21]([NH:28][C@@H:8]1[CH2:7][C@H:6]([C:10]2[CH:15]=[CH:14][N:13]=[CH:12][C:11]=2[N+:16]([O-:18])=[O:17])[O:5][C@H:4]([CH3:19])[C@@:3]1([CH2:1][CH3:2])[OH:20])[C:22]1[CH:27]=[CH:26][CH:25]=[CH:24][CH:23]=1.[CH2:21]([NH:28][C@@H:8]1[CH2:7][C@H:6]([C:10]2[CH:15]=[CH:14][N:13]=[CH:12][C:11]=2[N+:16]([O-:18])=[O:17])[O:5][C@H:4]([CH3:19])[C@@:3]1([CH3:1])[OH:20])[C:22]1[CH:27]=[CH:26][CH:25]=[CH:24][CH:23]=1. The catalyst class is: 5.